This data is from Forward reaction prediction with 1.9M reactions from USPTO patents (1976-2016). The task is: Predict the product of the given reaction. Given the reactants [CH:1]1([C:5]2[CH:14]=[CH:13][C:8]([C:9]([O:11][CH3:12])=[O:10])=[CH:7][CH:6]=2)[CH2:4][CH2:3][CH2:2]1.[N+:15]([O-])([OH:17])=[O:16].O, predict the reaction product. The product is: [CH:1]1([C:5]2[CH:6]=[CH:7][C:8]([C:9]([O:11][CH3:12])=[O:10])=[CH:13][C:14]=2[N+:15]([O-:17])=[O:16])[CH2:2][CH2:3][CH2:4]1.